This data is from Forward reaction prediction with 1.9M reactions from USPTO patents (1976-2016). The task is: Predict the product of the given reaction. (1) Given the reactants C([N:20]1[CH:28]=[C:27]2[C:22]([CH:23]=[CH:24][CH:25]=[C:26]2[CH:29]2[CH2:32][N:31](C(OC(C)(C)C)=O)[CH2:30]2)=[N:21]1)(C1C=CC=CC=1)(C1C=CC=CC=1)C1C=CC=CC=1.[ClH:40], predict the reaction product. The product is: [ClH:40].[NH:31]1[CH2:30][CH:29]([C:26]2[CH:25]=[CH:24][CH:23]=[C:22]3[C:27]=2[CH:28]=[N:20][NH:21]3)[CH2:32]1. (2) Given the reactants [Br:1][C:2]1[CH:3]=[CH:4][CH:5]=[C:6]2[C:11]=1[N:10]=[C:9](Cl)[N:8]([CH:13]1[CH2:16][CH2:15][CH2:14]1)[C:7]2=[O:17].[C:18]([NH2:22])([CH3:21])([CH3:20])[CH3:19], predict the reaction product. The product is: [Br:1][C:2]1[CH:3]=[CH:4][CH:5]=[C:6]2[C:11]=1[N:10]=[C:9]([NH:22][C:18]([CH3:21])([CH3:20])[CH3:19])[N:8]([CH:13]1[CH2:16][CH2:15][CH2:14]1)[C:7]2=[O:17]. (3) Given the reactants [CH:1](NC(C)C)(C)C.[Li]CCCC.N#N.[Cl:15][C:16]1[N:17]=[C:18]([Cl:35])[C:19]2[CH:24]=[CH:23][N:22]([S:25]([C:28]3[CH:33]=[CH:32][C:31]([CH3:34])=[CH:30][CH:29]=3)(=[O:27])=[O:26])[C:20]=2[N:21]=1, predict the reaction product. The product is: [Cl:15][C:16]1[N:17]=[C:18]([Cl:35])[C:19]2[CH:24]=[C:23]([CH3:1])[N:22]([S:25]([C:28]3[CH:29]=[CH:30][C:31]([CH3:34])=[CH:32][CH:33]=3)(=[O:26])=[O:27])[C:20]=2[N:21]=1. (4) The product is: [CH3:19][N:20]([CH2:15][C:14]1[CH:17]=[CH:18][C:11]([C:8]2[S:9][C:10]3[CH:2]([OH:1])[CH2:3][CH2:4][CH2:5][C:6]=3[N:7]=2)=[CH:12][CH:13]=1)[CH3:21]. Given the reactants [OH:1][CH:2]1[C:10]2[S:9][C:8]([C:11]3[CH:18]=[CH:17][C:14]([CH:15]=O)=[CH:13][CH:12]=3)=[N:7][C:6]=2[CH2:5][CH2:4][CH2:3]1.[CH3:19][NH:20][CH3:21].[BH4-].[Na+], predict the reaction product. (5) Given the reactants C(N)(=O)C[SH:3].C([N:8]([CH2:11][CH3:12])CC)C.[CH2:13](Br)[C:14]([C:16]1[CH:21]=[CH:20][CH:19]=[CH:18][CH:17]=1)=[O:15], predict the reaction product. The product is: [CH2:13]([CH2:12][C:11]([NH2:8])=[S:3])[C:14]([C:16]1[CH:21]=[CH:20][CH:19]=[CH:18][CH:17]=1)=[O:15]. (6) Given the reactants [O:1]1[C:5]2[CH:6]=[CH:7][CH:8]=[CH:9][C:4]=2[N:3]=[C:2]1[C:10]1[CH:29]=[CH:28][C:13]2[N:14]([CH2:18][CH:19]([C:21](OC(C)(C)C)=[O:22])[CH3:20])[C:15]([CH3:17])=[N:16][C:12]=2[CH:11]=1.[OH-].[Li+].Cl, predict the reaction product. The product is: [O:1]1[C:5]2[CH:6]=[CH:7][CH:8]=[CH:9][C:4]=2[N:3]=[C:2]1[C:10]1[CH:29]=[CH:28][C:13]2[N:14]([CH2:18][C:19](=[C:21]=[O:22])[CH3:20])[C:15]([CH3:17])=[N:16][C:12]=2[CH:11]=1. (7) The product is: [CH3:1][C:2]1([CH3:22])[CH2:21][N:6]2[C:7]3[CH:8]=[CH:9][C:10]([C:19]([O:26][CH3:25])=[O:23])=[CH:11][C:12]=3[C:13]3([O:18][CH2:17][CH2:16][CH2:15][O:14]3)[C:5]2=[N:4][CH2:3]1. Given the reactants [CH3:1][C:2]1([CH3:22])[CH2:21][N:6]2[C:7]3[CH:8]=[CH:9][C:10]([CH:19]=C)=[CH:11][C:12]=3[C:13]3([O:18][CH2:17][CH2:16][CH2:15][O:14]3)[C:5]2=[N:4][CH2:3]1.[OH-:23].[Na+].[CH3:25][OH:26], predict the reaction product. (8) The product is: [NH2:37][C:36](=[N:38][C:56](=[O:55])[C:57]1[CH:62]=[CH:61][C:60]([CH3:63])=[CH:59][CH:58]=1)[C:35]1[CH:34]=[CH:33][C:32]([NH:31][CH:18]([C:7]2[CH:8]=[C:9]([O:16][CH3:17])[CH:10]=[C:11]([O:12][CH2:13][CH2:14][OH:15])[C:6]=2[F:5])[C:19]2[NH:23][C:22](=[O:24])[N:21]([C:25]3[N:26]=[CH:27][CH:28]=[CH:29][N:30]=3)[N:20]=2)=[CH:40][CH:39]=1. Given the reactants C(O)(=O)C.[F:5][C:6]1[C:11]([O:12][CH2:13][CH2:14][OH:15])=[CH:10][C:9]([O:16][CH3:17])=[CH:8][C:7]=1[CH:18]([NH:31][C:32]1[CH:40]=[CH:39][C:35]([C:36]([NH2:38])=[NH:37])=[CH:34][CH:33]=1)[C:19]1[NH:23][C:22](=[O:24])[N:21]([C:25]2[N:30]=[CH:29][CH:28]=[CH:27][N:26]=2)[N:20]=1.CN(C=O)C.[N+](C1C=CC([O:55][C:56](=O)[C:57]2[CH:62]=[CH:61][C:60]([CH3:63])=[CH:59][CH:58]=2)=CC=1)([O-])=O, predict the reaction product.